This data is from Forward reaction prediction with 1.9M reactions from USPTO patents (1976-2016). The task is: Predict the product of the given reaction. (1) Given the reactants [CH2:1]([NH:8][CH2:9][C:10]1[CH:15]=[CH:14][CH:13]=[CH:12][CH:11]=1)[C:2]1[CH:7]=[CH:6][CH:5]=[CH:4][CH:3]=1.[CH2:16]=O.[C:18]([CH:21]1[CH2:25][CH2:24][O:23][C:22]1=[O:26])(=[O:20])[CH3:19], predict the reaction product. The product is: [C:18]([C:21]1([CH2:16][N:8]([CH2:1][C:2]2[CH:7]=[CH:6][CH:5]=[CH:4][CH:3]=2)[CH2:9][C:10]2[CH:15]=[CH:14][CH:13]=[CH:12][CH:11]=2)[CH2:25][CH2:24][O:23][C:22]1=[O:26])(=[O:20])[CH3:19]. (2) Given the reactants O[C:2]1[C:11]2[C:6](=[N:7][CH:8]=[CH:9][CH:10]=2)[N:5]([C:12]2[CH:17]=[CH:16][CH:15]=[CH:14][CH:13]=2)[C:4](=[O:18])[C:3]=1[C:19](=O)[CH2:20][C:21]1[CH:26]=[CH:25][CH:24]=[C:23]([O:27][CH3:28])[CH:22]=1.O.[NH2:31][NH2:32], predict the reaction product. The product is: [CH3:28][O:27][C:23]1[CH:22]=[C:21]([CH:26]=[CH:25][CH:24]=1)[CH2:20][C:19]1[C:3]2[C:4](=[O:18])[N:5]([C:12]3[CH:17]=[CH:16][CH:15]=[CH:14][CH:13]=3)[C:6]3[N:7]=[CH:8][CH:9]=[CH:10][C:11]=3[C:2]=2[NH:32][N:31]=1. (3) Given the reactants [CH3:1][O:2][C:3]1[CH:8]=[CH:7][C:6]([NH:9][S:10]([C:13]2[CH:18]=[CH:17][CH:16]=[CH:15][C:14]=2[N+:19]([O-])=O)(=[O:12])=[O:11])=[CH:5][CH:4]=1, predict the reaction product. The product is: [NH2:19][C:14]1[CH:15]=[CH:16][CH:17]=[CH:18][C:13]=1[S:10]([NH:9][C:6]1[CH:5]=[CH:4][C:3]([O:2][CH3:1])=[CH:8][CH:7]=1)(=[O:11])=[O:12]. (4) Given the reactants [Cl:1][C:2]1[CH:7]=[CH:6][C:5]([C:8]2[N:12]([CH2:13][C@H:14]([OH:19])[C:15]([F:18])([F:17])[F:16])[C:11](=[O:20])[N:10]([CH2:21][C:22]([NH:24][CH:25]([C:31]3[CH:36]=[CH:35][CH:34]=[CH:33][C:32]=3[F:37])[CH2:26][C:27](OC)=[O:28])=[O:23])[N:9]=2)=[CH:4][CH:3]=1.[BH4-].[Na+].[Cl-].[Li+].C(C(C(C([O-])=O)O)O)([O-])=O.[K+].[Na+], predict the reaction product. The product is: [Cl:1][C:2]1[CH:7]=[CH:6][C:5]([C:8]2[N:12]([CH2:13][C@H:14]([OH:19])[C:15]([F:17])([F:18])[F:16])[C:11](=[O:20])[N:10]([CH2:21][C:22]([NH:24][CH:25]([C:31]3[CH:36]=[CH:35][CH:34]=[CH:33][C:32]=3[F:37])[CH2:26][CH2:27][OH:28])=[O:23])[N:9]=2)=[CH:4][CH:3]=1. (5) The product is: [CH3:1][C:2]1[CH:3]=[CH:4][C:5]([N:11]2[N:15]=[CH:14][CH:13]=[N:12]2)=[C:6]([CH:10]=1)[C:7]([N:21]1[CH2:22][CH2:23][CH2:24][C@H:20]1[C:19]([O:18][CH3:17])=[O:25])=[O:9]. Given the reactants [CH3:1][C:2]1[CH:3]=[CH:4][C:5]([N:11]2[N:15]=[CH:14][CH:13]=[N:12]2)=[C:6]([CH:10]=1)[C:7]([OH:9])=O.Cl.[CH3:17][O:18][C:19](=[O:25])[C@@H:20]1[CH2:24][CH2:23][CH2:22][NH:21]1.CCN(C(C)C)C(C)C.CN(C(ON1N=NC2C=CC=NC1=2)=[N+](C)C)C.F[P-](F)(F)(F)(F)F, predict the reaction product. (6) Given the reactants [CH3:1][O:2][C:3]1[CH:8]=[C:7]([C@H:9]2[O:14][C:13]3[CH:15]=[C:16]([C@H:19]4[O:29][C:28]5[C:23](=[C:24]([OH:31])[CH:25]=[C:26]([OH:30])[CH:27]=5)[C:21](=[O:22])[C@@H:20]4[OH:32])[CH:17]=[CH:18][C:12]=3[O:11][C@@H:10]2[CH2:33][OH:34])[CH:6]=[CH:5][C:4]=1[OH:35], predict the reaction product. The product is: [CH3:1][O:2][C:3]1[CH:8]=[C:7]([C@H:9]2[O:14][C:13]3[CH:15]=[C:16]([C@H:19]4[O:29][C:28]5[C:23](=[C:24]([OH:31])[CH:25]=[C:26]([OH:30])[CH:27]=5)[C:21](=[O:22])[C@@H:20]4[OH:32])[CH:17]=[CH:18][C:12]=3[O:11][C@@H:10]2[CH2:33][OH:34])[CH:6]=[CH:5][C:4]=1[OH:35].[CH3:1][O:2][C:3]1[CH:8]=[C:7]([C@@H:9]2[O:14][C:13]3[CH:15]=[C:16]([C@H:19]4[O:29][C:28]5[C:23](=[C:24]([OH:31])[CH:25]=[C:26]([OH:30])[CH:27]=5)[C:21](=[O:22])[C@@H:20]4[OH:32])[CH:17]=[CH:18][C:12]=3[O:11][C@H:10]2[CH2:33][OH:34])[CH:6]=[CH:5][C:4]=1[OH:35]. (7) The product is: [Cl:11][C:9]1[CH:8]=[CH:7][C:3]([C:4]([OH:6])=[O:5])=[C:2]([NH:12][C@@H:13]([CH2:14][OH:15])[CH2:16][C:17]2[CH:18]=[CH:19][CH:20]=[CH:21][CH:22]=2)[N:10]=1. Given the reactants Cl[C:2]1[N:10]=[C:9]([Cl:11])[CH:8]=[CH:7][C:3]=1[C:4]([OH:6])=[O:5].[NH2:12][C@H:13]([CH2:16][C:17]1[CH:22]=[CH:21][CH:20]=[CH:19][CH:18]=1)[CH2:14][OH:15].C(N(CC)CC)C.O, predict the reaction product. (8) Given the reactants [F:1][C:2]1[CH:3]=[C:4]([CH:8]=[C:9]([I:12])[C:10]=1[CH3:11])[C:5]([OH:7])=[O:6].S(=O)(=O)(O)O.[CH3:18]O, predict the reaction product. The product is: [F:1][C:2]1[CH:3]=[C:4]([CH:8]=[C:9]([I:12])[C:10]=1[CH3:11])[C:5]([O:7][CH3:18])=[O:6]. (9) Given the reactants Cl[C:2]1[N:19]=[C:5]2[C:6]([C:10]3[CH:15]=[CH:14][C:13]([O:16][CH3:17])=[CH:12][C:11]=3[F:18])=[CH:7][CH:8]=[CH:9][N:4]2[N:3]=1.[C:20]([O:24][C:25]([N:27]1[CH2:32][CH2:31][CH:30]([C:33]2[CH:38]=[CH:37][C:36]([NH2:39])=[CH:35][CH:34]=2)[CH2:29][CH2:28]1)=[O:26])([CH3:23])([CH3:22])[CH3:21], predict the reaction product. The product is: [C:20]([O:24][C:25]([N:27]1[CH2:32][CH2:31][CH:30]([C:33]2[CH:38]=[CH:37][C:36]([NH:39][C:2]3[N:19]=[C:5]4[C:6]([C:10]5[CH:15]=[CH:14][C:13]([O:16][CH3:17])=[CH:12][C:11]=5[F:18])=[CH:7][CH:8]=[CH:9][N:4]4[N:3]=3)=[CH:35][CH:34]=2)[CH2:29][CH2:28]1)=[O:26])([CH3:23])([CH3:21])[CH3:22]. (10) Given the reactants C([O:3][C:4](=[O:33])[CH:5]([O:30][CH2:31][CH3:32])[CH2:6][C:7]1[CH:12]=[CH:11][C:10]([O:13][CH2:14][C:15]2[N:16]=[C:17]([C:21]3[CH:26]=[C:25]([Cl:27])[CH:24]=[C:23]([Cl:28])[CH:22]=3)[O:18][C:19]=2[CH3:20])=[CH:9][C:8]=1[CH3:29])C.[Li+].[OH-], predict the reaction product. The product is: [Cl:28][C:23]1[CH:22]=[C:21]([C:17]2[O:18][C:19]([CH3:20])=[C:15]([CH2:14][O:13][C:10]3[CH:11]=[CH:12][C:7]([CH2:6][CH:5]([O:30][CH2:31][CH3:32])[C:4]([OH:33])=[O:3])=[C:8]([CH3:29])[CH:9]=3)[N:16]=2)[CH:26]=[C:25]([Cl:27])[CH:24]=1.